The task is: Binary Classification. Given a drug SMILES string, predict its activity (active/inactive) in a high-throughput screening assay against a specified biological target.. This data is from Cav3 T-type calcium channel HTS with 100,875 compounds. (1) The compound is S(c1c(N)cc(cc1)C(OC)=O)c1ccc(cc1)C. The result is 0 (inactive). (2) The molecule is O=C(N1CCNCC1)Cn1nnc(CCCCN)c1. The result is 0 (inactive).